The task is: Predict the reaction yield, written as a fraction of the theoretical maximum amount of product (1.0 means a 100% yield; for example, 0.34 means a 34% yield).. This data is from Reaction yield outcomes from USPTO patents with 853,638 reactions. (1) The reactants are [Br:1][C:2]1[CH:7]=[CH:6][C:5]([F:8])=[CH:4][C:3]=1I.N#N.[CH3:12][CH2:13][OH:14].[Li][CH:16](CC)C.C1CCCCC1.B(F)(F)F.C(OCC)C. The catalyst is C1COCC1. The product is [Br:1][C:2]1[CH:7]=[CH:6][C:5]([F:8])=[CH:4][C:3]=1[CH2:12][C@H:13]([OH:14])[CH3:16]. The yield is 0.350. (2) The reactants are [CH3:1][O:2][C:3]1[CH:4]=[C:5]([CH:10]=[CH:11][C:12]=1[O:13][CH2:14][C:15]([CH3:17])=[CH2:16])[C:6]([O:8][CH3:9])=[O:7].OS(O)(=O)=O.[CH3:23][OH:24]. No catalyst specified. The product is [CH3:1][O:2][C:3]1[CH:4]=[C:5]([CH:10]=[CH:11][C:12]=1[O:13][CH2:14][C:15]([O:24][CH3:23])([CH3:17])[CH3:16])[C:6]([O:8][CH3:9])=[O:7]. The yield is 0.590.